From a dataset of Reaction yield outcomes from USPTO patents with 853,638 reactions. Predict the reaction yield, written as a fraction of the theoretical maximum amount of product (1.0 means a 100% yield; for example, 0.34 means a 34% yield). (1) The yield is 0.770. The catalyst is C1COCC1. The product is [CH3:6][C:2]([C:7]1[CH:12]=[CH:11][CH:10]=[CH:9][CH:8]=1)([CH3:1])[CH2:3][OH:4]. The reactants are [CH3:1][C:2]([C:7]1[CH:12]=[CH:11][CH:10]=[CH:9][CH:8]=1)([CH3:6])[C:3](O)=[O:4].CSC.B.CO.O. (2) The reactants are [H-].[Al+3].[Li+].[H-].[H-].[H-].C([O:9][C:10](=O)[C:11]([CH3:40])([C:34]1[CH:39]=[CH:38][CH:37]=[CH:36][CH:35]=1)[CH2:12][CH2:13][CH2:14][CH2:15][S:16][CH2:17][CH2:18][CH2:19][CH2:20][C:21]([C:29](OCC)=[O:30])([C:23]1[CH:28]=[CH:27][CH:26]=[CH:25][CH:24]=1)[CH3:22])C. The catalyst is C(OCC)C. The product is [OH:9][CH2:10][C:11]([CH3:40])([C:34]1[CH:39]=[CH:38][CH:37]=[CH:36][CH:35]=1)[CH2:12][CH2:13][CH2:14][CH2:15][S:16][CH2:17][CH2:18][CH2:19][CH2:20][C:21]([CH3:22])([C:23]1[CH:28]=[CH:27][CH:26]=[CH:25][CH:24]=1)[CH2:29][OH:30]. The yield is 0.690.